This data is from Forward reaction prediction with 1.9M reactions from USPTO patents (1976-2016). The task is: Predict the product of the given reaction. (1) The product is: [OH:13][C:12]1[N:2]([CH2:4][C:5]([O:7][CH2:8][CH3:9])=[O:6])[N:3]=[CH:15][C:14]=1[CH3:20]. Given the reactants Cl.[NH:2]([CH2:4][C:5]([O:7][CH2:8][CH3:9])=[O:6])[NH2:3].[OH-].[Na+].[CH:12]([CH:14]([CH3:20])[C:15](OCC)=O)=[O:13], predict the reaction product. (2) Given the reactants [CH2:1]([O:3][C:4](=[O:28])[C:5]1[CH:10]=[CH:9][C:8]([O:11][CH2:12][CH2:13][CH2:14][NH:15][C:16](=[O:24])[C:17]2[CH:22]=[CH:21][C:20]([Cl:23])=[CH:19][CH:18]=2)=[C:7]([N+:25]([O-])=O)[CH:6]=1)[CH3:2].C(OCC)(=O)C, predict the reaction product. The product is: [CH2:1]([O:3][C:4](=[O:28])[C:5]1[CH:10]=[CH:9][C:8]([O:11][CH2:12][CH2:13][CH2:14][NH:15][C:16](=[O:24])[C:17]2[CH:18]=[CH:19][C:20]([Cl:23])=[CH:21][CH:22]=2)=[C:7]([NH2:25])[CH:6]=1)[CH3:2].